This data is from Full USPTO retrosynthesis dataset with 1.9M reactions from patents (1976-2016). The task is: Predict the reactants needed to synthesize the given product. (1) Given the product [CH:29]1([N:27]2[C:28]([CH:13]([NH:9][CH2:8][CH2:7][CH2:6][N:1]3[CH:5]=[CH:4][N:3]=[CH:2]3)[C:12]3[CH:15]=[C:16]([CH3:19])[CH:17]=[CH:18][C:11]=3[OH:10])=[N:26][N:25]=[N:24]2)[CH2:31][CH2:30]1, predict the reactants needed to synthesize it. The reactants are: [N:1]1([CH2:6][CH2:7][CH2:8][NH2:9])[CH:5]=[CH:4][N:3]=[CH:2]1.[OH:10][C:11]1[CH:18]=[CH:17][C:16]([CH3:19])=[CH:15][C:12]=1[CH:13]=O.C[Si]([N:24]=[N+:25]=[N-:26])(C)C.[N+:27]([CH:29]1[CH2:31][CH2:30]1)#[C-:28]. (2) Given the product [Cl:1][C:2]1[CH:7]=[CH:6][C:5]([N:8]2[C:11](=[O:12])[C@H:10]([S:13][S:47][C:42]3[C:41]([N+:38]([O-:40])=[O:39])=[CH:46][CH:45]=[CH:44][N:43]=3)[C@H:9]2[C:23]2[CH:24]=[CH:25][C:26]([O:27][CH2:28][C:29]([O:31][C:32]([CH3:34])([CH3:33])[CH3:35])=[O:30])=[CH:36][CH:37]=2)=[CH:4][CH:3]=1, predict the reactants needed to synthesize it. The reactants are: [Cl:1][C:2]1[CH:7]=[CH:6][C:5]([N:8]2[C:11](=[O:12])[C@H:10]([S:13]CC3C=CC(OC)=CC=3)[C@H:9]2[C:23]2[CH:37]=[CH:36][C:26]([O:27][CH2:28][C:29]([O:31][C:32]([CH3:35])([CH3:34])[CH3:33])=[O:30])=[CH:25][CH:24]=2)=[CH:4][CH:3]=1.[N+:38]([C:41]1[C:42]([S:47]Cl)=[N:43][CH:44]=[CH:45][CH:46]=1)([O-:40])=[O:39]. (3) Given the product [Br:17][C:18]1[C:23]([F:24])=[CH:22][C:21]([O:25][CH2:2][C:3]2[C:8]([CH3:9])=[CH:7][CH:6]=[CH:5][C:4]=2[N:10]2[C:14](=[O:15])[N:13]([CH3:16])[N:12]=[N:11]2)=[CH:20][C:19]=1[F:26], predict the reactants needed to synthesize it. The reactants are: Br[CH2:2][C:3]1[C:8]([CH3:9])=[CH:7][CH:6]=[CH:5][C:4]=1[N:10]1[C:14](=[O:15])[N:13]([CH3:16])[N:12]=[N:11]1.[Br:17][C:18]1[C:23]([F:24])=[CH:22][C:21]([OH:25])=[CH:20][C:19]=1[F:26].C(=O)([O-])[O-].[K+].[K+].C(#N)C. (4) Given the product [CH2:1]([O:8][C:9]1[C:14](=[O:15])[N:13]([CH3:16])[C:12]([CH:17]2[CH2:18][CH2:19][CH2:20][CH2:21]2)=[N:11][C:10]=1[C:22]1[O:23][N:42]=[C:39]([CH2:38][C:35]2[CH:36]=[CH:37][C:32]([F:31])=[CH:33][CH:34]=2)[N:40]=1)[C:2]1[CH:7]=[CH:6][CH:5]=[CH:4][CH:3]=1, predict the reactants needed to synthesize it. The reactants are: [CH2:1]([O:8][C:9]1[C:14](=[O:15])[N:13]([CH3:16])[C:12]([CH:17]2[CH2:21][CH2:20][CH2:19][CH2:18]2)=[N:11][C:10]=1[C:22](O)=[O:23])[C:2]1[CH:7]=[CH:6][CH:5]=[CH:4][CH:3]=1.C(Cl)(=O)C(Cl)=O.[F:31][C:32]1[CH:37]=[CH:36][C:35]([CH2:38][C:39](=[NH:42])[NH:40]O)=[CH:34][CH:33]=1.CCN(C(C)C)C(C)C. (5) The reactants are: [I-].[OH:2][C:3]([CH3:30])([CH2:25][CH2:26][CH2:27][CH2:28][CH3:29])[CH2:4][CH2:5][P+](C1C=CC=CC=1)(C1C=CC=CC=1)C1C=CC=CC=1.C([Li])CCC.[C:36]([O:39][C@H:40]1[CH2:44][CH2:43][C@H:42]([CH:45]=O)[C@H:41]1[CH2:47][CH2:48][S:49][C:50]1[S:51][CH:52]=[C:53]([C:55]([O:57][CH2:58][CH3:59])=[O:56])[N:54]=1)(=[O:38])[CH3:37]. Given the product [C:36]([O:39][C@H:40]1[CH2:44][CH2:43][C@H:42](/[CH:45]=[CH:5]/[CH2:4][C:3]([OH:2])([CH3:30])[CH2:25][CH2:26][CH2:27][CH2:28][CH3:29])[C@H:41]1[CH2:47][CH2:48][S:49][C:50]1[S:51][CH:52]=[C:53]([C:55]([O:57][CH2:58][CH3:59])=[O:56])[N:54]=1)(=[O:38])[CH3:37], predict the reactants needed to synthesize it. (6) Given the product [Cl:13][C:10]1[CH:9]=[CH:8][C:7]([C:5]2[N:6]=[C:2]([NH:1][C:40]([C:35]3[CH:36]=[CH:37][CH:38]=[CH:39][N:34]=3)=[O:41])[S:3][C:4]=2[CH2:14][CH2:15][C:16]([NH:18][C:19]2[CH:24]=[CH:23][C:22]([CH2:25][P:26]([O:28][CH2:29][CH3:30])([O:31][CH2:32][CH3:33])=[O:27])=[CH:21][CH:20]=2)=[O:17])=[CH:12][CH:11]=1, predict the reactants needed to synthesize it. The reactants are: [NH2:1][C:2]1[S:3][C:4]([CH2:14][CH2:15][C:16]([NH:18][C:19]2[CH:24]=[CH:23][C:22]([CH2:25][P:26]([O:31][CH2:32][CH3:33])([O:28][CH2:29][CH3:30])=[O:27])=[CH:21][CH:20]=2)=[O:17])=[C:5]([C:7]2[CH:12]=[CH:11][C:10]([Cl:13])=[CH:9][CH:8]=2)[N:6]=1.[N:34]1[CH:39]=[CH:38][CH:37]=[CH:36][C:35]=1[C:40](O)=[O:41].ON1C2C=CC=CC=2N=N1.Cl.C(N=C=NCCCN(C)C)C.